From a dataset of Full USPTO retrosynthesis dataset with 1.9M reactions from patents (1976-2016). Predict the reactants needed to synthesize the given product. (1) Given the product [Cl:18][C:19]1[C:28]2[N:29]=[C:3]([OH:4])[N:30]([CH2:31][CH:32]3[CH2:37][CH2:36][O:35][CH2:34][CH2:33]3)[C:27]=2[C:26]2[CH:25]=[CH:24][CH:23]=[CH:22][C:21]=2[N:20]=1, predict the reactants needed to synthesize it. The reactants are: C1C[O:4][CH2:3]C1.C(N1C=CN=C1)(N1C=CN=C1)=O.[Cl:18][C:19]1[C:28]([NH2:29])=[C:27]([NH:30][CH2:31][CH:32]2[CH2:37][CH2:36][O:35][CH2:34][CH2:33]2)[C:26]2[C:21](=[CH:22][CH:23]=[CH:24][CH:25]=2)[N:20]=1.O. (2) The reactants are: C(O)(C(F)(F)F)=O.[C:8]([C:10]1[CH:11]=[C:12]([NH:29][C:30]2[CH:35]=[C:34]([O:36][C:37]3[C:46]4[C:41](=[CH:42][CH:43]=[CH:44][CH:45]=4)[C:40]([NH:47]C(=O)OC(C)(C)C)=[CH:39][CH:38]=3)[CH:33]=[CH:32][N:31]=2)[CH:13]=[C:14]([C:16](=[O:28])[NH:17][CH2:18][CH2:19][O:20][CH2:21][CH2:22][O:23][CH2:24][CH2:25][O:26][CH3:27])[CH:15]=1)#[CH:9]. Given the product [NH2:47][C:40]1[C:41]2[C:46](=[CH:45][CH:44]=[CH:43][CH:42]=2)[C:37]([O:36][C:34]2[CH:33]=[CH:32][N:31]=[C:30]([NH:29][C:12]3[CH:13]=[C:14]([CH:15]=[C:10]([C:8]#[CH:9])[CH:11]=3)[C:16]([NH:17][CH2:18][CH2:19][O:20][CH2:21][CH2:22][O:23][CH2:24][CH2:25][O:26][CH3:27])=[O:28])[CH:35]=2)=[CH:38][CH:39]=1, predict the reactants needed to synthesize it. (3) Given the product [C:1]1([C:7]2([C:17]3[CH:18]=[CH:19][C:14]([OH:20])=[CH:15][CH:16]=3)[CH2:12][CH2:11][CH2:10][CH2:9][CH2:8]2)[CH:6]=[CH:5][CH:4]=[CH:3][CH:2]=1, predict the reactants needed to synthesize it. The reactants are: [C:1]1([C:7]2(O)[CH2:12][CH2:11][CH2:10][CH2:9][CH2:8]2)[CH:6]=[CH:5][CH:4]=[CH:3][CH:2]=1.[C:14]1([OH:20])[CH:19]=[CH:18][CH:17]=[CH:16][CH:15]=1. (4) Given the product [C:1]([N:8]1[CH2:12][CH2:11][C@@H:10]([NH2:30])[CH2:9]1)([O:3][C:4]([CH3:7])([CH3:6])[CH3:5])=[O:2], predict the reactants needed to synthesize it. The reactants are: [C:1]([N:8]1[CH2:12][CH2:11][C:10](=O)[CH2:9]1)([O:3][C:4]([CH3:7])([CH3:6])[CH3:5])=[O:2].O=C[C@@H]([C@H]([C@@H]([C@@H](CO)O)O)O)O.C1C=[N+:30]([C@@H]2O[C@H](COP(OP(OC[C@H]3O[C@@H](N4C5N=CN=C(N)C=5N=C4)[C@H](O)[C@@H]3O)(O)=O)(O)=O)[C@@H](O)[C@H]2O)C=C(C(N)=O)C=1.N[C@@H](C(O)=O)C.CC1N=CC(COP(O)(O)=O)=C(C=O)C=1O.[OH-].[Na+]. (5) Given the product [ClH:24].[F:23][C:2]([F:1])([F:22])[C@@H:3]([O:21][C:32](=[O:33])[NH:31][C:28]1[CH:29]=[CH:30][C:25]([Cl:24])=[CH:26][CH:27]=1)[CH2:4][N:5]1[CH2:10][CH2:9][O:8][C@@H:7]([C:11]2[CH:12]=[CH:13][C:14]([C:17]([F:18])([F:19])[F:20])=[CH:15][CH:16]=2)[CH2:6]1, predict the reactants needed to synthesize it. The reactants are: [F:1][C:2]([F:23])([F:22])[C@@H:3]([OH:21])[CH2:4][N:5]1[CH2:10][CH2:9][O:8][CH:7]([C:11]2[CH:16]=[CH:15][C:14]([C:17]([F:20])([F:19])[F:18])=[CH:13][CH:12]=2)[CH2:6]1.[Cl:24][C:25]1[CH:30]=[CH:29][C:28]([N:31]=[C:32]=[O:33])=[CH:27][CH:26]=1.Cl. (6) Given the product [CH2:19]([O:18][C@@H:17]1[C@H:16]2[N:26]([C:33]([O:35][C:36]([CH3:39])([CH3:38])[CH3:37])=[O:34])[CH2:12][C@@H:13]1[O:14][CH2:15]2)[C:20]1[CH:21]=[CH:22][CH:23]=[CH:24][CH:25]=1, predict the reactants needed to synthesize it. The reactants are: CC1C=CC(S(O[CH2:12][C@H:13]2[C@H:17]([O:18][CH2:19][C:20]3[CH:25]=[CH:24][CH:23]=[CH:22][CH:21]=3)[C@@H:16]([NH2:26])[CH2:15][O:14]2)(=O)=O)=CC=1.C(=O)([O-])[O-].[K+].[K+].[C:33](O[C:33]([O:35][C:36]([CH3:39])([CH3:38])[CH3:37])=[O:34])([O:35][C:36]([CH3:39])([CH3:38])[CH3:37])=[O:34].